From a dataset of Experimentally validated miRNA-target interactions with 360,000+ pairs, plus equal number of negative samples. Binary Classification. Given a miRNA mature sequence and a target amino acid sequence, predict their likelihood of interaction. (1) The miRNA is hsa-miR-365b-3p with sequence UAAUGCCCCUAAAAAUCCUUAU. The protein sequence of the target gene is MSGGGEQPDILSVGILVKERWKVLRKIGGGGFGEIYDALDMLTRENVALKVESAQQPKQVLKMEVAVLKKLQGKDHVCRFIGCGRNDRFNYVVMQLQGRNLADLRRSQSRGTFTISTTLRLGKQILESIESIHSVGFLHRDIKPSNFAMGRFPSTCRKCFMLDFGLARQFTNSCGDVRPPRAVAGFRGTVRYASINAHRNREMGRHDDLWSLFYMLVEFVVGQLPWRKIKDKEQVGSIKERYDHRLMLKHLPPEFSTFLDHISSLDYFTKPDYQLLTSVFDNSIKTFGVIESDPFDWEKS.... Result: 0 (no interaction). (2) The miRNA is hsa-miR-5007-3p with sequence AUCAUAUGAACCAAACUCUAAU. The protein sequence of the target gene is MAATVNLELDPIFLKALGFLHSKSKDSAEKLKALLDESLARGIDSSYRPSQKDVEPPKISSTKNISIKQEPKISSSLPSGNNNGKVLTTEKVKKEAEKRPADKMKSDITEGVDIPKKPRLEKPETQSSPITVQSSKDLPMADLSSFEETSADDFAMEMGLACVVCRQMMVASGNQLVECQECHNLYHRDCHKPQVTDKEANDPRLVWYCARCTRQMKRMAQKTQKPPQKPAPAVVSVTPAVKDPLVKKPETKLKQETTFLAFKRTEVKTSTVISGNSSSASVSSSVTSGLTGWAAFAAKT.... Result: 0 (no interaction).